The task is: Predict which catalyst facilitates the given reaction.. This data is from Catalyst prediction with 721,799 reactions and 888 catalyst types from USPTO. (1) Reactant: [Cl:1][C:2]1[CH:3]=[C:4]([CH:26]=[CH:27][C:28]=1[Cl:29])[C:5]([NH:7][NH:8][C:9](=[O:25])[C@H:10]([NH:14][C:15]1[CH:20]=[CH:19][C:18]([C:21]#[N:22])=[C:17]([Cl:23])[C:16]=1[CH3:24])[C@@H:11]([OH:13])[CH3:12])=O.C(NP1(N(CC)CC)N(C)CCCN1C)(C)(C)C. Product: [Cl:23][C:17]1[C:16]([CH3:24])=[C:15]([NH:14][C@@H:10]([C:9]2[O:25][C:5]([C:4]3[CH:26]=[CH:27][C:28]([Cl:29])=[C:2]([Cl:1])[CH:3]=3)=[N:7][N:8]=2)[C@@H:11]([OH:13])[CH3:12])[CH:20]=[CH:19][C:18]=1[C:21]#[N:22]. The catalyst class is: 1. (2) Reactant: [NH2:1][C:2]([CH2:11][OH:12])=[CH:3][C:4](=[O:10])[C:5]([O:7][CH2:8][CH3:9])=[O:6].[Cl:13][C:14]1[C:15]([NH:20]N)=[N:16][CH:17]=[CH:18][CH:19]=1.O.C1(C)C=CC(S(O)(=O)=O)=CC=1. Product: [Cl:13][C:14]1[C:15]([N:20]2[C:4]([OH:10])([C:5]([O:7][CH2:8][CH3:9])=[O:6])[CH2:3][C:2]([CH2:11][OH:12])=[N:1]2)=[N:16][CH:17]=[CH:18][CH:19]=1. The catalyst class is: 10. (3) Reactant: [C:1]([O:5][C:6]([N:8]1[CH2:13][CH2:12][CH2:11][C@@H:10]([C:14](=[O:28])[C:15]2[CH:20]=[CH:19][CH:18]=[CH:17][C:16]=2[O:21][C:22]2[CH:27]=[CH:26][CH:25]=[CH:24][CH:23]=2)[CH2:9]1)=[O:7])([CH3:4])([CH3:3])[CH3:2].[CH3:29][O:30][CH2:31][CH2:32][CH2:33][CH2:34][Mg]Cl. Product: [OH:28][C:14]([C@@H:10]1[CH2:11][CH2:12][CH2:13][N:8]([C:6]([O:5][C:1]([CH3:4])([CH3:2])[CH3:3])=[O:7])[CH2:9]1)([C:15]1[CH:20]=[CH:19][CH:18]=[CH:17][C:16]=1[O:21][C:22]1[CH:23]=[CH:24][CH:25]=[CH:26][CH:27]=1)[CH2:34][CH2:33][CH2:32][CH2:31][O:30][CH3:29]. The catalyst class is: 1. (4) Product: [CH:26]([C:25]1[CH:24]=[N:23][N:22]([C:29]2[CH:34]=[CH:33][CH:32]=[CH:31][C:30]=2[O:35][C:36]([F:38])([F:39])[F:37])[C:21]=1[CH2:20][O:19][C:16]1[N:15]=[C:14]([CH3:40])[C:13]([N:11]([CH2:10][C:6]2[CH:5]=[C:4]([CH:9]=[CH:8][CH:7]=2)[C:3]([OH:41])=[O:2])[CH3:12])=[CH:18][CH:17]=1)([CH3:28])[CH3:27]. Reactant: C[O:2][C:3](=[O:41])[C:4]1[CH:9]=[CH:8][CH:7]=[C:6]([CH2:10][N:11]([C:13]2[C:14]([CH3:40])=[N:15][C:16]([O:19][CH2:20][C:21]3[N:22]([C:29]4[CH:34]=[CH:33][CH:32]=[CH:31][C:30]=4[O:35][C:36]([F:39])([F:38])[F:37])[N:23]=[CH:24][C:25]=3[CH:26]([CH3:28])[CH3:27])=[CH:17][CH:18]=2)[CH3:12])[CH:5]=1.[OH-].[Li+]. The catalyst class is: 12. (5) Reactant: [CH2:1]([O:8][CH2:9][CH:10]([NH:28][OH:29])[CH2:11][S:12]([N:15]1[CH2:20][CH2:19][N:18]([C:21]2[CH:26]=[C:25]([Cl:27])[N:24]=[CH:23][N:22]=2)[CH2:17][CH2:16]1)(=[O:14])=[O:13])[C:2]1[CH:7]=[CH:6][CH:5]=[CH:4][CH:3]=1.[O:30]1CCC[CH2:31]1. Product: [CH2:1]([O:8][CH2:9][CH:10]([N:28]([OH:29])[CH:31]=[O:30])[CH2:11][S:12]([N:15]1[CH2:20][CH2:19][N:18]([C:21]2[CH:26]=[C:25]([Cl:27])[N:24]=[CH:23][N:22]=2)[CH2:17][CH2:16]1)(=[O:14])=[O:13])[C:2]1[CH:7]=[CH:6][CH:5]=[CH:4][CH:3]=1. The catalyst class is: 106. (6) Reactant: [F:1][C:2]1[CH:3]=[C:4]([NH:21][C:22]([C:24]2[C:25](=[O:45])[N:26]([C:39]3[CH:44]=[CH:43][CH:42]=[CH:41][CH:40]=3)[N:27]([CH2:30][C@H:31]([O:33][C:34](=[O:38])[C@@H:35]([NH2:37])[CH3:36])[CH3:32])[C:28]=2[CH3:29])=[O:23])[CH:5]=[CH:6][C:7]=1[O:8][C:9]1[C:18]2[C:13](=[CH:14][C:15]([O:19][CH3:20])=[CH:16][CH:17]=2)[N:12]=[CH:11][CH:10]=1.CO.[P:48](=[O:52])([OH:51])([OH:50])[OH:49]. Product: [P:48](=[O:49])([OH:52])([OH:51])[OH:50].[F:1][C:2]1[CH:3]=[C:4]([NH:21][C:22]([C:24]2[C:25](=[O:45])[N:26]([C:39]3[CH:40]=[CH:41][CH:42]=[CH:43][CH:44]=3)[N:27]([CH2:30][C@H:31]([O:33][C:34](=[O:38])[C@@H:35]([NH2:37])[CH3:36])[CH3:32])[C:28]=2[CH3:29])=[O:23])[CH:5]=[CH:6][C:7]=1[O:8][C:9]1[C:18]2[C:13](=[CH:14][C:15]([O:19][CH3:20])=[CH:16][CH:17]=2)[N:12]=[CH:11][CH:10]=1. The catalyst class is: 25. (7) Reactant: [CH3:1][O:2][C:3](=[O:12])[C:4]1[CH:9]=[C:8](I)[CH:7]=[C:6]([Br:11])[CH:5]=1.C([O-])([O-])=O.[Cs+].[Cs+].CC1(C)C2C(=C(P(C3C=CC=CC=3)C3C=CC=CC=3)C=CC=2)OC2C(P(C3C=CC=CC=3)C3C=CC=CC=3)=CC=CC1=2.[NH:61]1[CH2:65][CH2:64][CH2:63][C:62]1=[O:66]. Product: [CH3:1][O:2][C:3](=[O:12])[C:4]1[CH:9]=[C:8]([N:61]2[CH2:65][CH2:64][CH2:63][C:62]2=[O:66])[CH:7]=[C:6]([Br:11])[CH:5]=1. The catalyst class is: 102. (8) Reactant: Br[C:2]1[CH2:6][CH2:5][O:4][N:3]=1.COC(=O)[C:10]1[CH:15]=[C:14]([OH:16])[CH:13]=[N:12][CH:11]=1.[OH-].[Li+].O1CCCC1. Product: [N:12]1[CH:11]=[CH:10][CH:15]=[C:14]([O:16][C:2]2[CH2:6][CH2:5][O:4][N:3]=2)[CH:13]=1. The catalyst class is: 30. (9) Reactant: C([O:3][C:4]([C:6]1[N:7]([CH2:12][CH2:13][CH2:14][O:15][C:16]2[CH:21]=[CH:20][C:19]([C:22]([N:24]3[C:33]4[C:28](=[CH:29][CH:30]=[CH:31][CH:32]=4)[C@H:27]([N:34]([C:42](=[O:44])[CH3:43])[C:35]4[CH:40]=[CH:39][C:38]([Cl:41])=[CH:37][CH:36]=4)[CH2:26][C@@H:25]3[CH3:45])=[O:23])=[CH:18][CH:17]=2)[CH:8]=[N:9][C:10]=1[CH3:11])=[O:5])C.C(O)C.[OH-].[Na+]. Product: [C:42]([N:34]([C:35]1[CH:36]=[CH:37][C:38]([Cl:41])=[CH:39][CH:40]=1)[C@H:27]1[C:28]2[C:33](=[CH:32][CH:31]=[CH:30][CH:29]=2)[N:24]([C:22]([C:19]2[CH:20]=[CH:21][C:16]([O:15][CH2:14][CH2:13][CH2:12][N:7]3[C:6]([C:4]([OH:5])=[O:3])=[C:10]([CH3:11])[N:9]=[CH:8]3)=[CH:17][CH:18]=2)=[O:23])[C@@H:25]([CH3:45])[CH2:26]1)(=[O:44])[CH3:43]. The catalyst class is: 7. (10) Reactant: [F:1][C:2]1[C:7]([F:8])=[CH:6][CH:5]=[CH:4][C:3]=1[C@:9]1([OH:21])[CH2:19][CH2:18][C@@H:17]([OH:20])[C:12]2=[N:13][CH:14]=[CH:15][CH:16]=[C:11]2[CH2:10]1.[O:22]=[C:23]1[NH:31][C:26]2=[N:27][CH:28]=[CH:29][CH:30]=[C:25]2[N:24]1[CH:32]1[CH2:37][CH2:36][N:35]([C:38](OC2C=CC([N+]([O-])=O)=CC=2)=[O:39])[CH2:34][CH2:33]1.C[Si]([N-][Si](C)(C)C)(C)C.[Na+]. Product: [O:22]=[C:23]1[NH:31][C:26]2=[N:27][CH:28]=[CH:29][CH:30]=[C:25]2[N:24]1[CH:32]1[CH2:33][CH2:34][N:35]([C:38]([O:20][C@H:17]2[C:12]3=[N:13][CH:14]=[CH:15][CH:16]=[C:11]3[CH2:10][C@@:9]([C:3]3[CH:4]=[CH:5][CH:6]=[C:7]([F:8])[C:2]=3[F:1])([OH:21])[CH2:19][CH2:18]2)=[O:39])[CH2:36][CH2:37]1. The catalyst class is: 9.